This data is from Reaction yield outcomes from USPTO patents with 853,638 reactions. The task is: Predict the reaction yield, written as a fraction of the theoretical maximum amount of product (1.0 means a 100% yield; for example, 0.34 means a 34% yield). (1) The reactants are [NH2:1][C:2]1[CH:7]=[CH:6][C:5]([N:8]2[CH2:13][CH2:12][N:11]([C:14](=[O:16])[CH3:15])[CH2:10][CH2:9]2)=[CH:4][C:3]=1[CH2:17][O:18][CH3:19].[C:20](O)(=[O:22])[CH3:21]. The catalyst is C(OC(=O)C)(=O)C. The product is [C:14]([N:11]1[CH2:12][CH2:13][N:8]([C:5]2[CH:6]=[CH:7][C:2]([NH:1][C:20](=[O:22])[CH3:21])=[C:3]([CH2:17][O:18][CH3:19])[CH:4]=2)[CH2:9][CH2:10]1)(=[O:16])[CH3:15]. The yield is 0.860. (2) The reactants are [C:1]([C:4]1[CH:9]=[CH:8][C:7]([N:10]2[C:18]3[CH2:17][C:16]([CH3:20])([CH3:19])[CH2:15][C:14](=[O:21])[C:13]=3[C:12]([C:22]([F:25])([F:24])[F:23])=[N:11]2)=[CH:6][C:5]=1[NH:26][C@H:27]1[CH2:32][CH2:31][C@H:30]([NH:33][C:34](=[O:48])[CH2:35][CH2:36][CH2:37][CH2:38][CH2:39][NH:40]C(=O)OC(C)(C)C)[CH2:29][CH2:28]1)(=[O:3])[NH2:2]. The catalyst is C(Cl)Cl.C(O)(C(F)(F)F)=O. The product is [NH2:40][CH2:39][CH2:38][CH2:37][CH2:36][CH2:35][C:34]([NH:33][C@H:30]1[CH2:31][CH2:32][C@H:27]([NH:26][C:5]2[CH:6]=[C:7]([N:10]3[C:18]4[CH2:17][C:16]([CH3:20])([CH3:19])[CH2:15][C:14](=[O:21])[C:13]=4[C:12]([C:22]([F:24])([F:25])[F:23])=[N:11]3)[CH:8]=[CH:9][C:4]=2[C:1]([NH2:2])=[O:3])[CH2:28][CH2:29]1)=[O:48]. The yield is 0.860. (3) The reactants are [CH3:1][CH:2]1[CH2:8][C:7]2[CH:9]=[C:10]3[O:15][CH2:14][O:13][C:11]3=[CH:12][C:6]=2[C:5]([C:16]2[CH:21]=[CH:20][C:19]([N+:22]([O-:24])=[O:23])=[CH:18][CH:17]=2)=[N:4][NH:3]1.[CH3:25][N:26](C)C=O.[Cl-].[K+].N#CBr. The catalyst is O. The product is [CH3:1][CH:2]1[CH2:8][C:7]2[CH:9]=[C:10]3[O:15][CH2:14][O:13][C:11]3=[CH:12][C:6]=2[C:5]([C:16]2[CH:21]=[CH:20][C:19]([N+:22]([O-:24])=[O:23])=[CH:18][CH:17]=2)=[N:4][N:3]1[C:25]#[N:26]. The yield is 0.950. (4) The reactants are [C:1]1([SH:7])[CH:6]=[CH:5][CH:4]=[CH:3][CH:2]=1.[O-]CC.[Na+].Br[CH2:13][CH2:14][Cl:15].O. The catalyst is C(O)C. The product is [C:1]1([S:7][CH2:13][CH2:14][Cl:15])[CH:6]=[CH:5][CH:4]=[CH:3][CH:2]=1. The yield is 0.740.